Dataset: Reaction yield outcomes from USPTO patents with 853,638 reactions. Task: Predict the reaction yield, written as a fraction of the theoretical maximum amount of product (1.0 means a 100% yield; for example, 0.34 means a 34% yield). (1) The reactants are [F:1][C:2]1[CH:3]=[C:4]([CH:50]=[C:51]([F:53])[CH:52]=1)[CH2:5][N:6]1[CH:10]=[C:9]([C:11]2[C:19]3[C:14](=[N:15][CH:16]=[C:17]([C:20]4[CH:25]=[CH:24][C:23]([C:26]5[CH2:31][CH2:30][N:29]([C:32]([O:34][C:35]([CH3:38])([CH3:37])[CH3:36])=[O:33])[CH2:28][CH:27]=5)=[C:22]([F:39])[CH:21]=4)[CH:18]=3)[N:13]([S:40]([C:43]3[CH:49]=[CH:48][C:46]([CH3:47])=[CH:45][CH:44]=3)(=[O:42])=[O:41])[CH:12]=2)[CH:8]=[N:7]1. The catalyst is COC1C=CC(CN2C=C(B3OC(C)(C)C(C)(C)O3)C=N2)=CC=1.[OH-].[Pd+2].[OH-]. The product is [F:1][C:2]1[CH:3]=[C:4]([CH:50]=[C:51]([F:53])[CH:52]=1)[CH2:5][N:6]1[CH:10]=[C:9]([C:11]2[C:19]3[C:14](=[N:15][CH:16]=[C:17]([C:20]4[CH:25]=[CH:24][C:23]([CH:26]5[CH2:27][CH2:28][N:29]([C:32]([O:34][C:35]([CH3:37])([CH3:38])[CH3:36])=[O:33])[CH2:30][CH2:31]5)=[C:22]([F:39])[CH:21]=4)[CH:18]=3)[N:13]([S:40]([C:43]3[CH:44]=[CH:45][C:46]([CH3:47])=[CH:48][CH:49]=3)(=[O:41])=[O:42])[CH:12]=2)[CH:8]=[N:7]1. The yield is 0.990. (2) The reactants are [CH2:1]([N:8]1[CH2:13][CH2:12][CH:11]([NH:14][C:15]2[C:20]([CH:21]=[O:22])=[CH:19][N:18]=[C:17]3[N:23]([CH2:26][O:27][CH2:28][CH2:29][Si:30]([CH3:33])([CH3:32])[CH3:31])[CH:24]=[CH:25][C:16]=23)[CH2:10][CH2:9]1)[C:2]1[CH:7]=[CH:6][CH:5]=[CH:4][CH:3]=1.[BH4-].[Na+]. The catalyst is CO. The product is [CH2:1]([N:8]1[CH2:13][CH2:12][CH:11]([NH:14][C:15]2[C:20]([CH2:21][OH:22])=[CH:19][N:18]=[C:17]3[N:23]([CH2:26][O:27][CH2:28][CH2:29][Si:30]([CH3:33])([CH3:32])[CH3:31])[CH:24]=[CH:25][C:16]=23)[CH2:10][CH2:9]1)[C:2]1[CH:3]=[CH:4][CH:5]=[CH:6][CH:7]=1. The yield is 0.890.